This data is from Full USPTO retrosynthesis dataset with 1.9M reactions from patents (1976-2016). The task is: Predict the reactants needed to synthesize the given product. (1) Given the product [CH3:1][O:2][C:3]([C:5]1[CH:10]=[C:9]([CH2:11][NH:32][CH:28]2[C:29]3[C:25](=[C:24]([CH3:33])[C:23]([C:21]([O:20][C:16]([CH3:18])([CH3:17])[CH3:19])=[O:22])=[CH:31][CH:30]=3)[CH2:26][CH2:27]2)[N:8]2[N:13]=[CH:14][CH:15]=[C:7]2[N:6]=1)=[O:4], predict the reactants needed to synthesize it. The reactants are: [CH3:1][O:2][C:3]([C:5]1[CH:10]=[C:9]([CH2:11]Br)[N:8]2[N:13]=[CH:14][CH:15]=[C:7]2[N:6]=1)=[O:4].[C:16]([O:20][C:21]([C:23]1[C:24]([CH3:33])=[C:25]2[C:29](=[CH:30][CH:31]=1)[CH:28]([NH2:32])[CH2:27][CH2:26]2)=[O:22])([CH3:19])([CH3:18])[CH3:17].C(N(CC)CC)C. (2) Given the product [CH2:25]([C:27]1[CH:28]=[CH:29][C:30]([S:33]([NH:1][C:2]2[CH:7]=[CH:6][CH:5]=[CH:4][C:3]=2[NH:8][C:9]([NH:11][C:12]2[CH:17]=[CH:16][CH:15]=[CH:14][CH:13]=2)=[O:10])(=[O:35])=[O:34])=[CH:31][CH:32]=1)[CH3:26], predict the reactants needed to synthesize it. The reactants are: [NH2:1][C:2]1[CH:7]=[CH:6][CH:5]=[CH:4][C:3]=1[NH:8][C:9]([NH:11][C:12]1[CH:17]=[CH:16][CH:15]=[CH:14][CH:13]=1)=[O:10].C(N(CC)CC)C.[CH2:25]([C:27]1[CH:32]=[CH:31][C:30]([S:33](Cl)(=[O:35])=[O:34])=[CH:29][CH:28]=1)[CH3:26].